From a dataset of Forward reaction prediction with 1.9M reactions from USPTO patents (1976-2016). Predict the product of the given reaction. (1) Given the reactants CO[C:3](=[O:12])[C:4]1[CH:9]=[C:8](Br)[C:7](Cl)=[N:6][CH:5]=1.Cl.[CH:14]1([CH2:17][NH:18][CH3:19])[CH2:16][CH2:15]1.[Cl:20][C:21]1[CH:26]=[CH:25][C:24](B(O)O)=[CH:23][CH:22]=1.[NH2:30][C@@H:31]1[CH2:36][CH2:35][CH2:34][CH2:33][C@H:32]1[OH:37], predict the reaction product. The product is: [Cl:20][C:21]1[CH:26]=[CH:25][C:24]([C:8]2[C:7]([N:18]([CH2:17][CH:14]3[CH2:16][CH2:15]3)[CH3:19])=[N:6][CH:5]=[C:4]([CH:9]=2)[C:3]([NH:30][C@@H:31]2[CH2:36][CH2:35][CH2:34][CH2:33][C@H:32]2[OH:37])=[O:12])=[CH:23][CH:22]=1. (2) Given the reactants C[O:2][C:3](=[O:20])[C:4]1[CH:9]=[CH:8][C:7]([CH:10]2[CH2:15][CH2:14][N:13]([CH2:16][CH2:17][O:18][CH3:19])[CH2:12][CH2:11]2)=[CH:6][CH:5]=1.[ClH:21], predict the reaction product. The product is: [ClH:21].[CH3:19][O:18][CH2:17][CH2:16][N:13]1[CH2:12][CH2:11][CH:10]([C:7]2[CH:6]=[CH:5][C:4]([C:3]([OH:20])=[O:2])=[CH:9][CH:8]=2)[CH2:15][CH2:14]1. (3) Given the reactants [Br:1][C:2]1[CH:7]=[CH:6][C:5]([Cl:8])=[C:4]([CH2:9][C:10]2[CH:15]=[CH:14][C:13]([O:16]CC)=[CH:12][CH:11]=2)[CH:3]=1.BrB(Br)Br.C(=O)(O)[O-].[Na+], predict the reaction product. The product is: [Br:1][C:2]1[CH:7]=[CH:6][C:5]([Cl:8])=[C:4]([CH:3]=1)[CH2:9][C:10]1[CH:15]=[CH:14][C:13]([OH:16])=[CH:12][CH:11]=1. (4) Given the reactants [CH3:1][C@H:2]1[CH2:4][O:3]1.[C:5]([O:9][C:10]([N:12]([C:20]1[C:25]([CH3:27])([CH3:26])[S:24](=[O:29])(=[O:28])[CH2:23][C@@:22]([CH2:40][F:41])([C:30]2[CH:35]=[C:34]([N+:36]([O-])=O)[CH:33]=[CH:32][C:31]=2F)[N:21]=1)[C:13](=[O:19])[O:14][C:15]([CH3:18])([CH3:17])[CH3:16])=[O:11])([CH3:8])([CH3:7])[CH3:6], predict the reaction product. The product is: [NH2:36][C:34]1[CH:33]=[CH:32][C:31]2[O:3][C@@H:2]([CH3:1])[CH2:4][C@H:23]3[S:24](=[O:29])(=[O:28])[C:25]([CH3:27])([CH3:26])[C:20]([N:12]([C:10]([O:9][C:5]([CH3:7])([CH3:6])[CH3:8])=[O:11])[C:13](=[O:19])[O:14][C:15]([CH3:17])([CH3:18])[CH3:16])=[N:21][C@:22]3([CH2:40][F:41])[C:30]=2[CH:35]=1. (5) Given the reactants [Cl:1][C:2]1[CH:3]=[C:4]2[C:8](=[C:9]([C:12]([OH:14])=O)[C:10]=1[F:11])[NH:7][CH:6]=[CH:5]2.CN(C(ON1N=NC2C=CC=CC1=2)=[N+](C)C)C.[B-](F)(F)(F)F.C(N(CC)C(C)C)(C)C.[C:46]([C:50]1[CH:66]=[CH:65][C:53]([CH2:54][NH:55][CH2:56][CH2:57][C:58]2[CH:63]=[CH:62][C:61]([Cl:64])=[CH:60][CH:59]=2)=[CH:52][CH:51]=1)([CH3:49])([CH3:48])[CH3:47], predict the reaction product. The product is: [C:46]([C:50]1[CH:66]=[CH:65][C:53]([CH2:54][N:55]([CH2:56][CH2:57][C:58]2[CH:63]=[CH:62][C:61]([Cl:64])=[CH:60][CH:59]=2)[C:12]([C:9]2[C:10]([F:11])=[C:2]([Cl:1])[CH:3]=[C:4]3[C:8]=2[NH:7][CH:6]=[CH:5]3)=[O:14])=[CH:52][CH:51]=1)([CH3:49])([CH3:47])[CH3:48]. (6) Given the reactants [CH2:1]([O:3][C:4](=[O:15])[CH2:5][O:6][C:7]1[CH:12]=[CH:11][C:10]([OH:13])=[CH:9][C:8]=1[CH3:14])[CH3:2].[CH3:16][C:17]1[O:21][C:20]([C:22]2[CH:27]=[CH:26][CH:25]=[CH:24][CH:23]=2)=[N:19][C:18]=1[CH2:28][CH2:29]OS(C1C=CC(C)=CC=1)(=O)=O, predict the reaction product. The product is: [CH2:1]([O:3][C:4](=[O:15])[CH2:5][O:6][C:7]1[CH:12]=[CH:11][C:10]([O:13][CH2:29][CH2:28][C:18]2[N:19]=[C:20]([C:22]3[CH:27]=[CH:26][CH:25]=[CH:24][CH:23]=3)[O:21][C:17]=2[CH3:16])=[CH:9][C:8]=1[CH3:14])[CH3:2]. (7) Given the reactants [CH3:1][O:2][C:3]1[CH:8]=[CH:7][C:6]([C:9]2[N:10]=[C:11]([NH2:18])[S:12][C:13]=2[CH2:14][CH2:15][CH2:16][CH3:17])=[CH:5][CH:4]=1.[CH3:19][O:20][C:21]1[CH:22]=[C:23]([CH:27]=[C:28]([O:32][CH3:33])[C:29]=1[O:30][CH3:31])[C:24](Cl)=[O:25], predict the reaction product. The product is: [CH2:14]([C:13]1[S:12][C:11]([NH:18][C:24](=[O:25])[C:23]2[CH:22]=[C:21]([O:20][CH3:19])[C:29]([O:30][CH3:31])=[C:28]([O:32][CH3:33])[CH:27]=2)=[N:10][C:9]=1[C:6]1[CH:5]=[CH:4][C:3]([O:2][CH3:1])=[CH:8][CH:7]=1)[CH2:15][CH2:16][CH3:17]. (8) The product is: [NH2:14][C:15]1[N:20]([C:21]2[CH:26]=[CH:25][CH:24]=[C:23]([NH:27][C:9]([NH:8][C:5]3[CH:6]=[CH:7][C:2]([Cl:1])=[CH:3][CH:4]=3)=[O:10])[CH:22]=2)[CH2:19][N:18]=[C:17]2[O:28][CH:29]=[CH:30][C:16]=12. Given the reactants [Cl:1][C:2]1[CH:7]=[CH:6][C:5]([N:8]=[C:9]=[O:10])=[CH:4][CH:3]=1.[N-]=C=O.[NH2:14][C:15]1[N:20]([C:21]2[CH:26]=[CH:25][CH:24]=[C:23]([NH2:27])[CH:22]=2)[CH2:19][N:18]=[C:17]2[O:28][CH:29]=[CH:30][C:16]=12, predict the reaction product. (9) Given the reactants [CH3:1][O:2][C:3]1[CH:34]=[CH:33][C:6]([NH:7][C:8](=[O:32])[CH2:9][CH2:10][N:11]2[C:19]3[CH:18]=[CH:17][CH:16]=[CH:15][C:14]=3[C:13]3[CH2:20][CH2:21][N:22](C(OC(C)(C)C)=O)[CH2:23][CH2:24][C:12]2=3)=[CH:5][CH:4]=1.FC(F)(F)C(O)=O.C(Cl)[Cl:43], predict the reaction product. The product is: [ClH:43].[CH3:1][O:2][C:3]1[CH:34]=[CH:33][C:6]([NH:7][C:8](=[O:32])[CH2:9][CH2:10][N:11]2[C:19]3[CH:18]=[CH:17][CH:16]=[CH:15][C:14]=3[C:13]3[CH2:20][CH2:21][NH:22][CH2:23][CH2:24][C:12]2=3)=[CH:5][CH:4]=1. (10) Given the reactants [NH2:1][C:2]1[N:6]([CH3:7])[C:5]([SH:8])=[N:4][C:3]=1[C:9]([NH2:11])=[O:10].I[C:13]1[C:21]([I:22])=[CH:20][C:16]2[O:17][CH2:18][O:19][C:15]=2[CH:14]=1, predict the reaction product. The product is: [NH2:1][C:2]1[N:6]([CH3:7])[C:5]([S:8][C:13]2[C:21]([I:22])=[CH:20][C:16]3[O:17][CH2:18][O:19][C:15]=3[CH:14]=2)=[N:4][C:3]=1[C:9]([NH2:11])=[O:10].